From a dataset of Catalyst prediction with 721,799 reactions and 888 catalyst types from USPTO. Predict which catalyst facilitates the given reaction. (1) Reactant: [C:1]([C@@H:5]1[NH:9][C:8](=O)[C@@H:7]([F:11])[CH2:6]1)([CH3:4])([CH3:3])[CH3:2].[F:12][B-:13]([F:16])([F:15])[F:14].[CH3:17][O+](C)C.[F:21][C:22]1[C:27]([NH:28][NH2:29])=[C:26]([F:30])[C:25]([F:31])=[C:24]([F:32])[C:23]=1[F:33]. Product: [F:12][B-:13]([F:16])([F:15])[F:14].[C:1]([C@H:5]1[N:9]2[C:8](=[N:29][N+:28]([C:27]3[C:22]([F:21])=[C:23]([F:33])[C:24]([F:32])=[C:25]([F:31])[C:26]=3[F:30])=[CH:17]2)[C@H:7]([F:11])[CH2:6]1)([CH3:4])([CH3:3])[CH3:2]. The catalyst class is: 4. (2) Reactant: [CH:1]1([CH:7]2[CH2:12][CH:11]([C:13]([O:15]C)=[O:14])[CH2:10][CH2:9][N:8]2[C:17]([O:19][CH3:20])=[O:18])[CH2:6][CH2:5][CH2:4][CH2:3][CH2:2]1.[Br-].[Li+].C(N(CC)CC)C.CC(OC)(C)C. Product: [CH:1]1([CH:7]2[CH2:12][CH:11]([C:13]([OH:15])=[O:14])[CH2:10][CH2:9][N:8]2[C:17]([O:19][CH3:20])=[O:18])[CH2:2][CH2:3][CH2:4][CH2:5][CH2:6]1. The catalyst class is: 47. (3) The catalyst class is: 3. Reactant: [NH2:1][C:2]1[O:6][C:5]([C:7]2[CH:8]=[CH:9][C:10]([F:15])=[C:11]([CH:14]=2)[C:12]#[N:13])=[N:4][N:3]=1.[F:16][C:17]1[CH:18]=[C:19]([CH:24]=[CH:25][CH:26]=1)[CH2:20][N:21]=[C:22]=[O:23].O. Product: [C:12]([C:11]1[CH:14]=[C:7]([C:5]2[O:6][C:2]([NH:1][C:22]([NH:21][CH2:20][C:19]3[CH:24]=[CH:25][CH:26]=[C:17]([F:16])[CH:18]=3)=[O:23])=[N:3][N:4]=2)[CH:8]=[CH:9][C:10]=1[F:15])#[N:13]. (4) Reactant: [CH3:1][S:2]([C:5]1[CH:6]=[CH:7][C:8]([NH:11][CH:12]2[CH2:17][CH2:16][NH:15][CH2:14][CH2:13]2)=[N:9][CH:10]=1)(=[O:4])=[O:3].[CH2:18]([O:20][C:21]1[CH:22]=[C:23]([CH:26]=[C:27]([O:30][CH2:31][CH3:32])[C:28]=1[F:29])[CH:24]=O)[CH3:19].C(N(C(C)C)C(C)C)C.C(O)(=O)C.C([BH3-])#N.[Na+].C(=O)([O-])[O-].[Na+].[Na+]. Product: [CH2:18]([O:20][C:21]1[CH:22]=[C:23]([CH:26]=[C:27]([O:30][CH2:31][CH3:32])[C:28]=1[F:29])[CH2:24][N:15]1[CH2:16][CH2:17][CH:12]([NH:11][C:8]2[CH:7]=[CH:6][C:5]([S:2]([CH3:1])(=[O:3])=[O:4])=[CH:10][N:9]=2)[CH2:13][CH2:14]1)[CH3:19]. The catalyst class is: 40. (5) Reactant: C([O:3][C:4]([C:6]1[C:7]([CH2:25][C:26]([F:29])([F:28])[F:27])=[N:8][C:9]2[C:14]([C:15]=1[CH2:16][C:17]1[CH:22]=[CH:21][CH:20]=[CH:19][C:18]=1[Cl:23])=[CH:13][C:12]([Cl:24])=[CH:11][CH:10]=2)=[O:5])C.[Li+].[I-]. Product: [Cl:24][C:12]1[CH:13]=[C:14]2[C:9](=[CH:10][CH:11]=1)[N:8]=[C:7]([CH2:25][C:26]([F:29])([F:27])[F:28])[C:6]([C:4]([OH:5])=[O:3])=[C:15]2[CH2:16][C:17]1[CH:22]=[CH:21][CH:20]=[CH:19][C:18]=1[Cl:23]. The catalyst class is: 17. (6) Reactant: [C:1]([S:5][CH2:6][C:7]1[CH:8]=[C:9]([CH:13]=[CH:14][C:15]=1[O:16][C:17]1[CH:22]=[C:21]([CH2:23][C:24]([O:26][CH2:27][CH3:28])=[O:25])[CH:20]=[CH:19][C:18]=1[O:29][CH3:30])[C:10](O)=[O:11])([CH3:4])([CH3:3])[CH3:2].[C:31]([NH2:35])([CH3:34])([CH3:33])[CH3:32].C(N=C=NCCCN(C)C)C.ON1C2C=CC=CC=2N=N1. Product: [CH2:27]([O:26][C:24](=[O:25])[CH2:23][C:21]1[CH:20]=[CH:19][C:18]([O:29][CH3:30])=[C:17]([O:16][C:15]2[CH:14]=[CH:13][C:9]([C:10](=[O:11])[NH:35][C:31]([CH3:34])([CH3:33])[CH3:32])=[CH:8][C:7]=2[CH2:6][S:5][C:1]([CH3:3])([CH3:4])[CH3:2])[CH:22]=1)[CH3:28]. The catalyst class is: 2. (7) Reactant: [CH:1]1([N:6]2[CH2:11][CH2:10][N:9]([C:12]([C:14]3[CH:15]=[C:16]4[C:20](=[CH:21][CH:22]=3)[NH:19][C:18]([C:23](O)=[O:24])=[CH:17]4)=[O:13])[CH2:8][CH2:7]2)[CH2:5][CH2:4][CH2:3][CH2:2]1.Cl.F[B-](F)(F)F.N1(OC(N(C)C)=[N+](C)C)C2C=CC=CC=2N=N1.[CH3:49][O:50][CH:51]1[CH2:56][CH2:55][NH:54][CH2:53][CH2:52]1.C(N(CC)C(C)C)(C)C. Product: [CH:1]1([N:6]2[CH2:7][CH2:8][N:9]([C:12]([C:14]3[CH:15]=[C:16]4[C:20](=[CH:21][CH:22]=3)[NH:19][C:18]([C:23]([N:54]3[CH2:55][CH2:56][CH:51]([O:50][CH3:49])[CH2:52][CH2:53]3)=[O:24])=[CH:17]4)=[O:13])[CH2:10][CH2:11]2)[CH2:5][CH2:4][CH2:3][CH2:2]1. The catalyst class is: 9.